Dataset: Peptide-MHC class II binding affinity with 134,281 pairs from IEDB. Task: Regression. Given a peptide amino acid sequence and an MHC pseudo amino acid sequence, predict their binding affinity value. This is MHC class II binding data. (1) The peptide sequence is NTPTKWDNSFLEI. The MHC is DRB5_0101 with pseudo-sequence DRB5_0101. The binding affinity (normalized) is 0.0928. (2) The peptide sequence is DITVKNCVLKKSTNG. The MHC is DRB1_0401 with pseudo-sequence DRB1_0401. The binding affinity (normalized) is 0.261. (3) The peptide sequence is TFHVEKGSNPNYLAL. The MHC is HLA-DPA10103-DPB10201 with pseudo-sequence HLA-DPA10103-DPB10201. The binding affinity (normalized) is 0.368. (4) The peptide sequence is ATSLDTMTQMNQAFR. The MHC is HLA-DQA10501-DQB10301 with pseudo-sequence HLA-DQA10501-DQB10301. The binding affinity (normalized) is 0.0413. (5) The peptide sequence is GTVVMQVKVSKGAPC. The MHC is HLA-DQA10501-DQB10402 with pseudo-sequence HLA-DQA10501-DQB10402. The binding affinity (normalized) is 0.593. (6) The peptide sequence is AQIYQAVSAQAAAIH. The MHC is DRB1_1602 with pseudo-sequence DRB1_1602. The binding affinity (normalized) is 0.777. (7) The peptide sequence is QEYHRLIHSLAKTNN. The MHC is DRB1_1501 with pseudo-sequence DRB1_1501. The binding affinity (normalized) is 0.629. (8) The MHC is DRB3_0202 with pseudo-sequence DRB3_0202. The binding affinity (normalized) is 0. The peptide sequence is YFPPPAAKEDFLGCL.